From a dataset of HIV replication inhibition screening data with 41,000+ compounds from the AIDS Antiviral Screen. Binary Classification. Given a drug SMILES string, predict its activity (active/inactive) in a high-throughput screening assay against a specified biological target. The compound is COc1cc2c(cc1OC)C13CC(=O)N(C(C)=O)N1CCCN3C2=O. The result is 0 (inactive).